Dataset: Full USPTO retrosynthesis dataset with 1.9M reactions from patents (1976-2016). Task: Predict the reactants needed to synthesize the given product. (1) Given the product [Br:28][C:25]1[CH:24]=[CH:23][C:22]([S:21][CH2:20][C:19]([N:10]2[C:11]3[CH:18]=[CH:17][CH:16]=[CH:15][C:12]=3[CH2:13][N:14]3[C:5]([C:3]([NH:42][CH:32]4[C:41]5[C:36](=[CH:37][CH:38]=[CH:39][CH:40]=5)[CH2:35][CH2:34][CH2:33]4)=[O:4])=[CH:6][CH:7]=[C:8]3[CH2:9]2)=[O:29])=[CH:27][CH:26]=1, predict the reactants needed to synthesize it. The reactants are: ClC(Cl)(Cl)[C:3]([C:5]1[N:14]2[C:8]([CH2:9][N:10]([C:19](=[O:29])[CH2:20][S:21][C:22]3[CH:27]=[CH:26][C:25]([Br:28])=[CH:24][CH:23]=3)[C:11]3[CH:18]=[CH:17][CH:16]=[CH:15][C:12]=3[CH2:13]2)=[CH:7][CH:6]=1)=[O:4].[CH:32]1([NH2:42])[C:41]2[C:36](=[CH:37][CH:38]=[CH:39][CH:40]=2)[CH2:35][CH2:34][CH2:33]1. (2) Given the product [NH2:1][C:2]1[CH:7]=[CH:6][CH:5]=[CH:4][C:3]=1[NH:8][C:9](=[O:20])[CH2:10][CH2:11][CH2:12][C:13]1[CH:18]=[CH:17][C:16]([C:35]([CH2:36][N:21]2[CH2:26][CH2:25][O:24][CH2:23][CH2:22]2)=[CH2:34])=[CH:15][CH:14]=1, predict the reactants needed to synthesize it. The reactants are: [NH2:1][C:2]1[CH:7]=[CH:6][CH:5]=[CH:4][C:3]=1[NH:8][C:9](=[O:20])[CH2:10][CH2:11][CH2:12][C:13]1[CH:18]=[CH:17][C:16](I)=[CH:15][CH:14]=1.[NH:21]1[CH2:26][CH2:25][O:24][CH2:23][CH2:22]1.C(=O)([O-])[O-].[K+].[K+].O1C=[CH:36][CH:35]=[C:34]1P(C1OC=CC=1)C1OC=CC=1.C=C=C. (3) Given the product [F:34][C:2]([F:33])([F:1])[C:3]1[CH:4]=[C:5]([CH:26]=[C:27]([C:29]([F:31])([F:32])[F:30])[CH:28]=1)[C:6]([N:8]1[CH:21]([CH2:22][C:23]([N:35]2[CH2:40][CH2:39][O:38][CH2:37][CH2:36]2)=[O:25])[C:20]2[C:15](=[CH:16][CH:17]=[CH:18][CH:19]=2)[C:14]2[CH:13]=[CH:12][CH:11]=[CH:10][C:9]1=2)=[O:7], predict the reactants needed to synthesize it. The reactants are: [F:1][C:2]([F:34])([F:33])[C:3]1[CH:4]=[C:5]([CH:26]=[C:27]([C:29]([F:32])([F:31])[F:30])[CH:28]=1)[C:6]([N:8]1[CH:21]([CH2:22][C:23]([OH:25])=O)[C:20]2[C:15](=[CH:16][CH:17]=[CH:18][CH:19]=2)[C:14]2[CH:13]=[CH:12][CH:11]=[CH:10][C:9]1=2)=[O:7].[NH:35]1[CH2:40][CH2:39][O:38][CH2:37][CH2:36]1. (4) Given the product [Cl:1][C:2]1[CH:3]=[C:4]([C:12]2[O:16][N:15]=[C:14]([C:17]3[CH:27]=[CH:26][C:20]4[CH2:21][N:22]([CH2:29][C:30]([O:32][C:33]([CH3:36])([CH3:35])[CH3:34])=[O:31])[CH2:23][CH2:24][O:25][C:19]=4[CH:18]=3)[N:13]=2)[CH:5]=[CH:6][C:7]=1[O:8][CH:9]([CH3:11])[CH3:10], predict the reactants needed to synthesize it. The reactants are: [Cl:1][C:2]1[CH:3]=[C:4]([C:12]2[O:16][N:15]=[C:14]([C:17]3[CH:27]=[CH:26][C:20]4[CH2:21][NH:22][CH2:23][CH2:24][O:25][C:19]=4[CH:18]=3)[N:13]=2)[CH:5]=[CH:6][C:7]=1[O:8][CH:9]([CH3:11])[CH3:10].Br[CH2:29][C:30]([O:32][C:33]([CH3:36])([CH3:35])[CH3:34])=[O:31].CCN(C(C)C)C(C)C. (5) Given the product [C:27]([C:26]([C:23]1[CH:24]=[CH:25][C:20]([CH:18]([NH:17][C:11](=[O:13])[CH2:10][N:7]2[C:6]3[C:14]([F:15])=[C:2]([F:1])[CH:3]=[CH:4][C:5]=3[N:9]=[CH:8]2)[CH3:19])=[CH:21][C:22]=1[F:31])([CH3:29])[CH3:30])#[N:28], predict the reactants needed to synthesize it. The reactants are: [F:1][C:2]1[CH:3]=[CH:4][C:5]2[N:9]=[CH:8][N:7]([CH2:10][C:11]([OH:13])=O)[C:6]=2[C:14]=1[F:15].Cl.[NH2:17][CH:18]([C:20]1[CH:25]=[CH:24][C:23]([C:26]([CH3:30])([CH3:29])[C:27]#[N:28])=[C:22]([F:31])[CH:21]=1)[CH3:19].CCN(CC)CC.CN(C(ON1N=NC2C=CC=NC1=2)=[N+](C)C)C.F[P-](F)(F)(F)(F)F. (6) Given the product [Cl:23][C:24]1[C:32]2[C:27](=[CH:28][C:29]([F:35])=[C:30]([CH2:47][NH:48][C:17](=[O:19])[C:16]3[CH:20]=[CH:21][N:22]=[C:14]([CH2:13][C:9]4[CH:10]=[C:11]5[C:6](=[CH:7][CH:8]=4)[N:5]=[CH:4][C:3]([C:40]#[N:42])=[CH:12]5)[CH:15]=3)[CH:31]=2)[NH:26][CH:25]=1, predict the reactants needed to synthesize it. The reactants are: [N+]([C:3]1[CH:4]=[N:5][C:6]2[C:11]([CH:12]=1)=[CH:10][C:9]([CH2:13][C:14]1[CH:15]=[C:16]([CH:20]=[CH:21][N:22]=1)[C:17]([OH:19])=O)=[CH:8][CH:7]=2)#[C-].[Cl:23][C:24]1[C:32]2[C:27](=[CH:28][C:29]([F:35])=[C:30](NC)[CH:31]=2)[NH:26][CH:25]=1.C1C=CC2N(O)N=[N:42][C:40]=2C=1.C[CH2:47][N:48]=C=NCCCN(C)C.CCN(CC)CC. (7) Given the product [CH3:35][N:36]1[CH2:41][CH2:40][N:39]([CH2:42][CH2:43][C:44]2[CH:45]=[CH:46][C:47]([NH:50][C:7]([C:6]3[CH:2]=[N:3][N:4]([C:10]4[N:19]=[CH:18][C:17]5[CH2:16][CH2:15][C:14]6[C:20]([O:58][CH3:54])=[CH:21][CH:22]=[CH:23][C:13]=6[C:12]=5[N:11]=4)[C:5]=3[NH2:29])=[O:9])=[CH:48][CH:49]=2)[CH2:38][CH2:37]1, predict the reactants needed to synthesize it. The reactants are: N[C:2]1[C:6]([C:7]([OH:9])=O)=[CH:5][N:4]([C:10]2[N:19]=[CH:18][C:17]3[CH2:16][CH2:15][C:14]4[CH:20]=[C:21](OC)[CH:22]=[CH:23][C:13]=4[C:12]=3[N:11]=2)[N:3]=1.C([N:29](C(C)C)CC)(C)C.[CH3:35][N:36]1[CH2:41][CH2:40][N:39]([CH2:42][CH2:43][C:44]2[CH:49]=[CH:48][C:47]([NH2:50])=[CH:46][CH:45]=2)[CH2:38][CH2:37]1.CN([C:54]([O:58]N1N=NC2C=CC=CC1=2)=[N+](C)C)C.F[P-](F)(F)(F)(F)F.